Dataset: Full USPTO retrosynthesis dataset with 1.9M reactions from patents (1976-2016). Task: Predict the reactants needed to synthesize the given product. (1) Given the product [Br:1][C:2]1[CH:7]=[CH:6][C:5]([F:8])=[CH:4][C:3]=1[O:9][CH3:12], predict the reactants needed to synthesize it. The reactants are: [Br:1][C:2]1[CH:7]=[CH:6][C:5]([F:8])=[CH:4][C:3]=1[OH:9].CI.[C:12]([O-])([O-])=O.[K+].[K+]. (2) Given the product [C:6]([C:5]1[CH:8]=[CH:9][C:2]([O:1][CH2:11][CH2:12][CH2:13][CH2:14][CH2:15][CH2:16][O:17][C:18]2[C:27]3[C:22](=[CH:23][CH:24]=[CH:25][CH:26]=3)[C:21](=[O:28])[C:20](=[O:29])[CH:19]=2)=[CH:3][CH:4]=1)#[N:7], predict the reactants needed to synthesize it. The reactants are: [OH:1][C:2]1[CH:9]=[CH:8][C:5]([C:6]#[N:7])=[CH:4][CH:3]=1.O[CH2:11][CH2:12][CH2:13][CH2:14][CH2:15][CH2:16][O:17][C:18]1[C:27]2[C:22](=[CH:23][CH:24]=[CH:25][CH:26]=2)[C:21](=[O:28])[C:20](=[O:29])[CH:19]=1.C1C=CC(P(C2C=CC=CC=2)C2C=CC=CC=2)=CC=1.CCOC(/N=N/C(OCC)=O)=O. (3) The reactants are: [F:1][C:2]([F:22])([F:21])[O:3][C:4]1[CH:9]=[CH:8][C:7]([N:10]2[CH2:14][CH2:13][C:12]3([CH2:19][CH2:18][NH:17][CH2:16][CH2:15]3)[C:11]2=[O:20])=[CH:6][CH:5]=1.[Cl:23][C:24]1[CH:29]=[CH:28][CH:27]=[C:26]([CH3:30])[C:25]=1[S:31](Cl)(=[O:33])=[O:32].CCN(CC)CC. Given the product [Cl:23][C:24]1[CH:29]=[CH:28][CH:27]=[C:26]([CH3:30])[C:25]=1[S:31]([N:17]1[CH2:16][CH2:15][C:12]2([C:11](=[O:20])[N:10]([C:7]3[CH:8]=[CH:9][C:4]([O:3][C:2]([F:1])([F:21])[F:22])=[CH:5][CH:6]=3)[CH2:14][CH2:13]2)[CH2:19][CH2:18]1)(=[O:32])=[O:33], predict the reactants needed to synthesize it. (4) Given the product [Cl:1][C:2]1[CH:10]=[CH:9][CH:8]=[C:7]2[C:3]=1[C:4]([C:17]([NH:41][CH2:42][C@:43]1([OH:50])[CH2:48][CH2:47][CH2:46][C@H:45]([CH3:49])[CH2:44]1)=[O:19])=[CH:5][N:6]2[CH2:11][CH:12]1[CH2:16][CH2:15][CH2:14][O:13]1, predict the reactants needed to synthesize it. The reactants are: [Cl:1][C:2]1[CH:10]=[CH:9][CH:8]=[C:7]2[C:3]=1[C:4]([C:17]([OH:19])=O)=[CH:5][N:6]2[CH2:11][CH:12]1[CH2:16][CH2:15][CH2:14][O:13]1.CCN=C=NCCCN(C)C.C1C=CC2N(O)N=NC=2C=1.[NH2:41][CH2:42][C@:43]1([OH:50])[CH2:48][CH2:47][CH2:46][C@H:45]([CH3:49])[CH2:44]1. (5) Given the product [C:62]([C:46]1[CH:47]=[C:48]([O:54][CH2:55][C:56]2[CH:61]=[CH:60][CH:59]=[CH:58][CH:57]=2)[CH:49]=[C:50]([N+:51]([O-:53])=[O:52])[C:45]=1[CH:37]=[CH:36][C:35]([O:34][CH3:33])=[O:38])(=[O:64])[CH3:63], predict the reactants needed to synthesize it. The reactants are: C([PH+](C(C)(C)C)C(C)(C)C)(C)(C)C.F[B-](F)(F)F.C1(C(N)C2CCCCC2)CCCCC1.[CH3:33][O:34][C:35](=[O:38])[CH:36]=[CH2:37].FC(F)(F)S(O[C:45]1[C:50]([N+:51]([O-:53])=[O:52])=[CH:49][C:48]([O:54][CH2:55][C:56]2[CH:61]=[CH:60][CH:59]=[CH:58][CH:57]=2)=[CH:47][C:46]=1[C:62](=[O:64])[CH3:63])(=O)=O.